Dataset: Reaction yield outcomes from USPTO patents with 853,638 reactions. Task: Predict the reaction yield, written as a fraction of the theoretical maximum amount of product (1.0 means a 100% yield; for example, 0.34 means a 34% yield). (1) The reactants are C[Si](C)(C)[N-][Si](C)(C)C.[Li+].[Cl:11][C:12]1[CH:17]=[CH:16][C:15]([CH:18]2[CH2:23][CH2:22][CH:21]([C:24]([O:26][CH3:27])=[O:25])[CH2:20][CH2:19]2)=[CH:14][CH:13]=1.[CH2:28](Br)[CH:29]=[CH2:30]. The catalyst is O1CCCC1.C(OCC)(=O)C. The product is [CH2:30]([C:21]1([C:24]([O:26][CH3:27])=[O:25])[CH2:20][CH2:19][CH:18]([C:15]2[CH:14]=[CH:13][C:12]([Cl:11])=[CH:17][CH:16]=2)[CH2:23][CH2:22]1)[CH:29]=[CH2:28]. The yield is 0.537. (2) The reactants are [CH3:1][C:2]1[CH:7]=[CH:6][CH:5]=[C:4]([CH2:8][OH:9])[C:3]=1[CH2:10][OH:11].N1C=CN=C1.[C:17]([Si:21](Cl)([CH3:23])[CH3:22])([CH3:20])([CH3:19])[CH3:18].O. The catalyst is O1CCCC1. The product is [Si:21]([O:9][CH2:8][C:4]1[CH:5]=[CH:6][CH:7]=[C:2]([CH3:1])[C:3]=1[CH2:10][OH:11])([C:17]([CH3:20])([CH3:19])[CH3:18])([CH3:23])[CH3:22]. The yield is 0.680.